This data is from Forward reaction prediction with 1.9M reactions from USPTO patents (1976-2016). The task is: Predict the product of the given reaction. (1) Given the reactants [OH:1][C:2]1[CH:11]=[CH:10][C:5]([C:6]([O:8][CH3:9])=[O:7])=[CH:4][C:3]=1[C:12](=[NH:14])[CH3:13].C1C(=O)N(Cl)C(=O)C1.C(=O)([O-])[O-].[K+].[K+], predict the reaction product. The product is: [CH3:13][C:12]1[C:3]2[CH:4]=[C:5]([C:6]([O:8][CH3:9])=[O:7])[CH:10]=[CH:11][C:2]=2[O:1][N:14]=1. (2) Given the reactants C(=O)([O-])[O-].[K+].[K+].[I:7][C:8]1[CH:13]=[CH:12][C:11]([OH:14])=[CH:10][CH:9]=1.Cl[C:16]1[N:21]=[CH:20][CH:19]=[CH:18][N:17]=1, predict the reaction product. The product is: [I:7][C:8]1[CH:13]=[CH:12][C:11]([O:14][C:16]2[N:21]=[CH:20][CH:19]=[CH:18][N:17]=2)=[CH:10][CH:9]=1. (3) Given the reactants Cl[C:2]1[CH:18]=[CH:17][C:5]([C:6]([N:8]([C:10]2[CH:15]=[CH:14][C:13]([F:16])=[CH:12][CH:11]=2)[CH3:9])=[O:7])=[CH:4][N:3]=1.[SH2:19].[Na], predict the reaction product. The product is: [F:16][C:13]1[CH:14]=[CH:15][C:10]([N:8]([CH3:9])[C:6](=[O:7])[C:5]2[CH:17]=[CH:18][C:2]([SH:19])=[N:3][CH:4]=2)=[CH:11][CH:12]=1. (4) Given the reactants C(OC([N:8]1[CH2:22][CH2:21][C:12]2=[C:13](Cl)[N:14]3[C:18]([N:19]=[C:11]2[CH2:10][CH2:9]1)=[CH:17][CH:16]=[N:15]3)=O)(C)(C)C.FC(F)(F)C(O)=O.[NH:30]1[CH2:33][CH:32]([C:34]([C:36]2[CH:41]=[CH:40][C:39]([O:42][CH3:43])=[CH:38][CH:37]=2)=[O:35])[CH2:31]1, predict the reaction product. The product is: [CH3:43][O:42][C:39]1[CH:40]=[CH:41][C:36]([C:34]([CH:32]2[CH2:31][N:30]([C:13]3[N:14]4[C:18]([N:19]=[C:11]5[CH2:10][CH2:9][NH:8][CH2:22][CH2:21][C:12]=35)=[CH:17][CH:16]=[N:15]4)[CH2:33]2)=[O:35])=[CH:37][CH:38]=1.